This data is from M1 muscarinic receptor antagonist screen with 61,756 compounds. The task is: Binary Classification. Given a drug SMILES string, predict its activity (active/inactive) in a high-throughput screening assay against a specified biological target. (1) The molecule is O=C(N1CCN(CC1)c1ccccc1)Cc1nn(c(=O)c2c1cccc2)C. The result is 0 (inactive). (2) The molecule is O(c1c2C(CC(=O)Nc2cc(OC)c1OC)c1c(OC)ccc(OC)c1)C. The result is 0 (inactive). (3) The molecule is O1CCN(CC1)c1c(cc(NCc2cc3OCOc3cc2)cc1)C(O)=O. The result is 0 (inactive). (4) The molecule is S(=O)(=O)(CC(=O)NC1CCCCC1)c1c2c(n(c1)C)cccc2. The result is 0 (inactive).